Task: Predict the reaction yield, written as a fraction of the theoretical maximum amount of product (1.0 means a 100% yield; for example, 0.34 means a 34% yield).. Dataset: Reaction yield outcomes from USPTO patents with 853,638 reactions (1) The reactants are Br[C:2]1[CH:7]=[CH:6][C:5]([O:8][CH3:9])=[C:4]([Cl:10])[CH:3]=1.COC1C=CC([B:19]([OH:21])[OH:20])=C(C(F)(F)F)C=1. No catalyst specified. The product is [Cl:10][C:4]1[CH:3]=[C:2]([B:19]([OH:21])[OH:20])[CH:7]=[CH:6][C:5]=1[O:8][CH3:9]. The yield is 0.620. (2) The reactants are [F:1][C:2]1[CH:26]=[CH:25][CH:24]=[C:23]([F:27])[C:3]=1[C:4]([NH:6][C:7]1[C:8]([CH2:21][OH:22])=[N:9][N:10]([CH2:12][C:13]2[CH:18]=[CH:17][C:16]([O:19][CH3:20])=[CH:15][CH:14]=2)[CH:11]=1)=[O:5]. The catalyst is CC(C)=O.O=[Mn]=O. The product is [F:1][C:2]1[CH:26]=[CH:25][CH:24]=[C:23]([F:27])[C:3]=1[C:4]([NH:6][C:7]1[C:8]([CH:21]=[O:22])=[N:9][N:10]([CH2:12][C:13]2[CH:14]=[CH:15][C:16]([O:19][CH3:20])=[CH:17][CH:18]=2)[CH:11]=1)=[O:5]. The yield is 0.480. (3) The product is [CH3:33][N:34]([CH3:35])[C:25](=[O:26])[C:24]1[CH:23]=[CH:22][C:21]([C:18]2[CH:19]=[N:20][C:15]([O:14][CH2:13][CH:10]3[CH2:11][CH2:12][N:7]([CH2:6][C:3]4([C:2]([F:30])([F:31])[F:1])[CH2:5][CH2:4]4)[CH2:8][CH2:9]3)=[CH:16][CH:17]=2)=[CH:29][CH:28]=1. The reactants are [F:1][C:2]([F:31])([F:30])[C:3]1([CH2:6][N:7]2[CH2:12][CH2:11][CH:10]([CH2:13][O:14][C:15]3[N:20]=[CH:19][C:18]([C:21]4[CH:29]=[CH:28][C:24]([C:25](O)=[O:26])=[CH:23][CH:22]=4)=[CH:17][CH:16]=3)[CH2:9][CH2:8]2)[CH2:5][CH2:4]1.Cl.[CH3:33][NH:34][CH3:35].C(Cl)CCl.C1C=CC2N(O)N=NC=2C=1.CCN(C(C)C)C(C)C.[NH4+].[Cl-]. The yield is 0.190. The catalyst is CN(C=O)C. (4) The reactants are [C:1]1([C@@H:7]2[CH2:9][C@H:8]2[NH:10][CH2:11][CH:12]2[CH2:17][CH2:16][N:15](C(OC(C)(C)C)=O)[CH2:14][CH2:13]2)[CH:6]=[CH:5][CH:4]=[CH:3][CH:2]=1.C(=O)([O-])[O-].[K+].[K+].IC. The catalyst is C(#N)C.CN(C)C=O. The product is [C:1]1([C@@H:7]2[CH2:9][C@H:8]2[NH:10][CH2:11][CH:12]2[CH2:17][CH2:16][NH:15][CH2:14][CH2:13]2)[CH:2]=[CH:3][CH:4]=[CH:5][CH:6]=1. The yield is 0.134. (5) The reactants are [OH-].[Na+].[CH3:3][N:4]1[CH:9]=[CH:8][C:7]([CH2:10][C:11]2[S:12][C:13]3[C:19]([C:20]4[CH:21]=[C:22]([CH:28]=[CH:29][CH:30]=4)[C:23](OCC)=[O:24])=[CH:18][CH:17]=[CH:16][C:14]=3[CH:15]=2)=[CH:6][C:5]1=[O:31].Cl.[CH3:33][O:34][CH2:35][CH2:36][NH2:37].CCN=C=NCCCN(C)C.C1C=CC2N(O)N=NC=2C=1. The catalyst is O.CN(C=O)C.C(O)C. The product is [CH3:33][O:34][CH2:35][CH2:36][NH:37][C:23](=[O:24])[C:22]1[CH:28]=[CH:29][CH:30]=[C:20]([C:19]2[C:13]3[S:12][C:11]([CH2:10][C:7]4[CH:8]=[CH:9][N:4]([CH3:3])[C:5](=[O:31])[CH:6]=4)=[CH:15][C:14]=3[CH:16]=[CH:17][CH:18]=2)[CH:21]=1. The yield is 0.300.